This data is from Forward reaction prediction with 1.9M reactions from USPTO patents (1976-2016). The task is: Predict the product of the given reaction. (1) Given the reactants Cl[C:2]1[N:7]=[CH:6][C:5]([C:8]2[CH:13]=[CH:12][N:11]=[C:10]([NH:14][C:15]3[CH:16]=[C:17]([NH:22][C:23](=[O:34])[C:24]4[CH:29]=[CH:28][CH:27]=[C:26]([C:30]([F:33])([F:32])[F:31])[CH:25]=4)[CH:18]=[CH:19][C:20]=3[CH3:21])[N:9]=2)=[CH:4][CH:3]=1.C(=O)([O-])[O-].[K+].[K+].[SH:41][CH2:42][CH:43]([OH:45])[CH3:44], predict the reaction product. The product is: [OH:45][CH:43]([CH3:44])[CH2:42][S:41][C:2]1[N:7]=[CH:6][C:5]([C:8]2[CH:13]=[CH:12][N:11]=[C:10]([NH:14][C:15]3[CH:16]=[C:17]([NH:22][C:23](=[O:34])[C:24]4[CH:29]=[CH:28][CH:27]=[C:26]([C:30]([F:33])([F:32])[F:31])[CH:25]=4)[CH:18]=[CH:19][C:20]=3[CH3:21])[N:9]=2)=[CH:4][CH:3]=1. (2) Given the reactants O1CCOCC1.[CH3:7][O:8][C:9]1[C:14]([N+:15]([O-:17])=[O:16])=[CH:13][C:12]([CH3:18])=[CH:11][C:10]=1B1OC(C)(C)C(C)(C)O1.Br[C:29]1[O:33][C:32]([C:34]([OH:36])=[O:35])=[CH:31][CH:30]=1.C(=O)([O-])[O-].[Na+].[Na+], predict the reaction product. The product is: [N+:15]([C:14]1[C:9]([O:8][CH3:7])=[C:10]([C:29]2[O:33][C:32]([C:34]([OH:36])=[O:35])=[CH:31][CH:30]=2)[CH:11]=[C:12]([CH3:18])[CH:13]=1)([O-:17])=[O:16]. (3) Given the reactants [CH3:1][O:2][C:3]1[CH:8]=[CH:7][C:6]([CH2:9][C:10](Cl)=[O:11])=[CH:5][CH:4]=1.[NH2:13][C:14]1[S:15][C:16]2[CH:22]=[C:21]([C:23]([F:26])([F:25])[F:24])[CH:20]=[CH:19][C:17]=2[N:18]=1, predict the reaction product. The product is: [F:26][C:23]([F:24])([F:25])[C:21]1[CH:20]=[CH:19][C:17]2[N:18]=[C:14]([NH:13][C:10](=[O:11])[CH2:9][C:6]3[CH:7]=[CH:8][C:3]([O:2][CH3:1])=[CH:4][CH:5]=3)[S:15][C:16]=2[CH:22]=1. (4) Given the reactants [NH2:1][C:2]1[CH:3]=[CH:4][C:5]([O:12][CH:13]([C:21]2[CH:26]=[CH:25][CH:24]=[C:23]([F:27])[CH:22]=2)[C:14]2[CH:19]=[CH:18][CH:17]=[C:16]([F:20])[CH:15]=2)=[C:6]([CH:11]=1)[C:7]([O:9][CH3:10])=[O:8].[CH3:28][O:29][C:30]1[CH:31]=[C:32]([N:38]=[C:39]=[O:40])[CH:33]=[CH:34][C:35]=1[O:36][CH3:37], predict the reaction product. The product is: [F:27][C:23]1[CH:22]=[C:21]([CH:13]([C:14]2[CH:19]=[CH:18][CH:17]=[C:16]([F:20])[CH:15]=2)[O:12][C:5]2[CH:4]=[CH:3][C:2]([NH:1][C:39]([NH:38][C:32]3[CH:33]=[CH:34][C:35]([O:36][CH3:37])=[C:30]([O:29][CH3:28])[CH:31]=3)=[O:40])=[CH:11][C:6]=2[C:7]([O:9][CH3:10])=[O:8])[CH:26]=[CH:25][CH:24]=1.